Dataset: Full USPTO retrosynthesis dataset with 1.9M reactions from patents (1976-2016). Task: Predict the reactants needed to synthesize the given product. (1) Given the product [NH:11]1[CH:12]=[N:13][C:9]([C:7]2[CH:6]=[C:5]([C:22]([F:23])([F:24])[F:25])[N:4]=[C:3]([C:2]([F:27])([F:1])[F:26])[CH:8]=2)=[N:10]1, predict the reactants needed to synthesize it. The reactants are: [F:1][C:2]([F:27])([F:26])[C:3]1[CH:8]=[C:7]([C:9]2[N:13]=[CH:12][N:11](COCC[Si](C)(C)C)[N:10]=2)[CH:6]=[C:5]([C:22]([F:25])([F:24])[F:23])[N:4]=1.C(OCC)(=O)C.CCCCCC. (2) Given the product [CH3:35][O:36][CH2:37][C:38]1[CH:39]=[CH:40][C:41]([O:46][C:47]([F:48])([F:49])[F:50])=[C:42]([CH:43]=1)[CH2:44][NH:45][C:30]([NH:7][C:6]1[N:5]([C:8]2[CH:9]=[CH:10][CH:11]=[CH:12][CH:13]=2)[N:4]=[C:3]([C:14]2[CH:15]=[N:16][C:17]([CH3:20])=[CH:18][CH:19]=2)[C:2]=1[CH3:1])=[O:31], predict the reactants needed to synthesize it. The reactants are: [CH3:1][C:2]1[C:3]([C:14]2[CH:15]=[N:16][C:17]([CH3:20])=[CH:18][CH:19]=2)=[N:4][N:5]([C:8]2[CH:13]=[CH:12][CH:11]=[CH:10][CH:9]=2)[C:6]=1[NH2:7].C1(C2C=CC([CH2:30][O:31]C)=CC=2CN)CC1.[CH3:35][O:36][CH2:37][C:38]1[CH:39]=[CH:40][C:41]([O:46][C:47]([F:50])([F:49])[F:48])=[C:42]([CH2:44][NH2:45])[CH:43]=1. (3) The reactants are: Cl(O)(=O)(=O)=O.[O:6]1[C:11]2[CH:12]=[CH:13][C:14]([C:16]3[N:17]=[C:18]([CH3:28])[S:19][C:20]=3[CH:21]([OH:27])[C:22]([O:24][CH2:25][CH3:26])=[O:23])=[CH:15][C:10]=2[CH2:9][CH2:8][CH2:7]1. Given the product [C:10]([O:27][CH:21]([C:20]1[S:19][C:18]([CH3:28])=[N:17][C:16]=1[C:14]1[CH:13]=[CH:12][C:11]2[O:6][CH2:7][CH2:8][CH2:9][C:10]=2[CH:15]=1)[C:22]([O:24][CH2:25][CH3:26])=[O:23])([CH3:15])([CH3:11])[CH3:9], predict the reactants needed to synthesize it. (4) Given the product [C:1]([O:4][C@@H:5]1[C@@H:11]([O:12][C:13](=[O:15])[CH3:14])[C@:10]2([C:17]3[CH:22]=[CH:21][C:20]([Cl:23])=[C:19]([CH:24]([C:25]4[CH:30]=[CH:29][C:28]([O:31][CH2:32][CH3:33])=[CH:27][CH:26]=4)[OH:49])[CH:18]=3)[O:16][C@@:7]([CH2:34][O:35][C:36](=[O:38])[CH3:37])([CH2:8][O:9]2)[C@H:6]1[O:39][C:40](=[O:42])[CH3:41])(=[O:3])[CH3:2], predict the reactants needed to synthesize it. The reactants are: [C:1]([O:4][C@@H:5]1[C@@H:11]([O:12][C:13](=[O:15])[CH3:14])[C@:10]2([C:17]3[CH:22]=[CH:21][C:20]([Cl:23])=[C:19]([CH2:24][C:25]4[CH:30]=[CH:29][C:28]([O:31][CH2:32][CH3:33])=[CH:27][CH:26]=4)[CH:18]=3)[O:16][C@@:7]([CH2:34][O:35][C:36](=[O:38])[CH3:37])([CH2:8][O:9]2)[C@H:6]1[O:39][C:40](=[O:42])[CH3:41])(=[O:3])[CH3:2].BrN1C(=[O:49])CCC1=O.O.ClCCl. (5) Given the product [CH2:38]([N:45]1[CH2:49][C@H:48]2[C@H:50]([NH:53][C:8](=[O:10])[C@@H:7]([N:3]3[CH2:4][CH2:5][CH2:6][S:2]3(=[O:1])=[O:15])[CH2:11][CH:12]([CH3:14])[CH3:13])[CH2:51][CH2:52][C@H:47]2[CH2:46]1)[C:39]1[CH:40]=[CH:41][CH:42]=[CH:43][CH:44]=1, predict the reactants needed to synthesize it. The reactants are: [O:1]=[S:2]1(=[O:15])[CH2:6][CH2:5][CH2:4][N:3]1[C@@H:7]([CH2:11][CH:12]([CH3:14])[CH3:13])[C:8]([OH:10])=O.C(N(CC)CC)C.ON1C2C=CC=CC=2N=N1.C(N=C=N)C.[CH2:38]([N:45]1[CH2:49][C@H:48]2[C@H:50]([NH2:53])[CH2:51][CH2:52][C@H:47]2[CH2:46]1)[C:39]1[CH:44]=[CH:43][CH:42]=[CH:41][CH:40]=1.